Dataset: Forward reaction prediction with 1.9M reactions from USPTO patents (1976-2016). Task: Predict the product of the given reaction. (1) Given the reactants [Cl:1][C:2]1[CH:3]=[C:4]([CH:25]=[CH:26][C:27]=1[O:28][CH3:29])[CH2:5][NH:6][C:7]1[C:8]2[C:20]3[CH2:21][CH2:22][CH2:23][CH2:24][C:19]=3[S:18][C:9]=2[N:10]=[C:11]([CH2:13][CH2:14][C:15](O)=[O:16])[N:12]=1.S(Cl)([Cl:32])=O, predict the reaction product. The product is: [Cl:1][C:2]1[CH:3]=[C:4]([CH:25]=[CH:26][C:27]=1[O:28][CH3:29])[CH2:5][NH:6][C:7]1[C:8]2[C:20]3[CH2:21][CH2:22][CH2:23][CH2:24][C:19]=3[S:18][C:9]=2[N:10]=[C:11]([CH2:13][CH2:14][C:15]([Cl:32])=[O:16])[N:12]=1. (2) Given the reactants [F:1][C:2]1[CH:7]=[CH:6][CH:5]=[CH:4][C:3]=1[S:8]([NH:11][C:12]1[CH:17]=[CH:16][CH:15]=[CH:14][C:13]=1[CH:18]1[CH2:27][C:26]([CH3:29])([CH3:28])[C:25]2[C:20](=[CH:21][CH:22]=[C:23]([C:30]([O:32]CC)=[O:31])[CH:24]=2)[NH:19]1)(=[O:10])=[O:9].O.[OH-].[Li+].[OH-].[Na+], predict the reaction product. The product is: [F:1][C:2]1[CH:7]=[CH:6][CH:5]=[CH:4][C:3]=1[S:8]([NH:11][C:12]1[CH:17]=[CH:16][CH:15]=[CH:14][C:13]=1[CH:18]1[CH2:27][C:26]([CH3:28])([CH3:29])[C:25]2[C:20](=[CH:21][CH:22]=[C:23]([C:30]([OH:32])=[O:31])[CH:24]=2)[NH:19]1)(=[O:10])=[O:9]. (3) The product is: [Cl:25][C:26]1[CH:27]=[C:28]([C:32]2[O:33][C:34]([CH:37]3[CH2:42][CH2:41][N:40]([C:15](=[O:17])[CH2:14][CH2:13][CH2:12][C:4]4[NH:3][C:2](=[O:1])[C:11]5[C:6](=[CH:7][CH:8]=[CH:9][CH:10]=5)[N:5]=4)[CH2:39][CH2:38]3)=[N:35][N:36]=2)[CH:29]=[CH:30][CH:31]=1. Given the reactants [O:1]=[C:2]1[C:11]2[C:6](=[CH:7][CH:8]=[CH:9][CH:10]=2)[N:5]=[C:4]([CH2:12][CH2:13][CH2:14][C:15]([OH:17])=O)[NH:3]1.FC(F)(F)C(O)=O.[Cl:25][C:26]1[CH:27]=[C:28]([C:32]2[O:33][C:34]([CH:37]3[CH2:42][CH2:41][NH:40][CH2:39][CH2:38]3)=[N:35][N:36]=2)[CH:29]=[CH:30][CH:31]=1, predict the reaction product. (4) Given the reactants [C:1]([C:4]1[CH:27]=[CH:26][C:7]([CH2:8][O:9][C:10]2[CH:15]=[CH:14][C:13]([C@@H:16]([C:23]#[C:24][CH3:25])[CH2:17][C:18]([O:20][CH2:21][CH3:22])=[O:19])=[CH:12][CH:11]=2)=[CH:6][CH:5]=1)(=[O:3])[CH3:2].[BH4-].[Na+], predict the reaction product. The product is: [OH:3][CH:1]([C:4]1[CH:5]=[CH:6][C:7]([CH2:8][O:9][C:10]2[CH:15]=[CH:14][C:13]([C@@H:16]([C:23]#[C:24][CH3:25])[CH2:17][C:18]([O:20][CH2:21][CH3:22])=[O:19])=[CH:12][CH:11]=2)=[CH:26][CH:27]=1)[CH3:2]. (5) Given the reactants [N-]([S:9]([C:12]([F:15])([F:14])[F:13])(=[O:11])=[O:10])[S:9]([C:12]([F:15])([F:14])[F:13])(=[O:11])=[O:10].[CH2:16]([NH:18][C:19]([NH:21][C:22]1[S:23][C:24]2[C:30](/[C:31](/[CH3:35])=[N:32]/[O:33][CH3:34])=[CH:29][C:28]([OH:36])=[CH:27][C:25]=2[N:26]=1)=[O:20])[CH3:17].C(N(CC)CC)C, predict the reaction product. The product is: [CH2:16]([NH:18][C:19]([NH:21][C:22]1[S:23][C:24]2[C:30](/[C:31](/[CH3:35])=[N:32]/[O:33][CH3:34])=[CH:29][C:28]([O:36][S:9]([C:12]([F:13])([F:14])[F:15])(=[O:10])=[O:11])=[CH:27][C:25]=2[N:26]=1)=[O:20])[CH3:17]. (6) Given the reactants Br[C:2]1[C:15]2[C:16]3=[C:17]4[C:12](=[CH:13][CH:14]=2)[CH:11]=[CH:10][CH:9]=[C:8]4[CH:7]=[CH:6][C:5]3=[CH:4][CH:3]=1.[Cl:18][C:19]1[CH:24]=[CH:23][C:22](B(O)O)=[CH:21][CH:20]=1.P([O-])([O-])([O-])=O.[K+].[K+].[K+].CN(C)C=O, predict the reaction product. The product is: [Cl:18][C:19]1[CH:24]=[CH:23][C:22]([C:9]2[C:8]3[C:17]4=[C:16]5[C:5](=[CH:6][CH:7]=3)[CH:4]=[CH:3][CH:2]=[C:15]5[CH:14]=[CH:13][C:12]4=[CH:11][CH:10]=2)=[CH:21][CH:20]=1.